This data is from Catalyst prediction with 721,799 reactions and 888 catalyst types from USPTO. The task is: Predict which catalyst facilitates the given reaction. (1) Reactant: C(OC(=O)[NH:7][C:8]1[CH:13]=[CH:12][CH:11]=[CH:10][C:9]=1[NH:14][C:15](=[O:48])/[CH:16]=[CH:17]/[C:18]1[CH:23]=[CH:22][C:21]([C:24]([NH:39][CH2:40][CH2:41][N:42]2[CH2:47][CH2:46][O:45][CH2:44][CH2:43]2)([C:26](=[O:38])[NH:27][C:28]2[CH:33]=[CH:32][C:31]([C:34]([F:37])([F:36])[F:35])=[CH:30][CH:29]=2)[CH3:25])=[CH:20][CH:19]=1)(C)(C)C.Cl. Product: [NH2:7][C:8]1[CH:13]=[CH:12][CH:11]=[CH:10][C:9]=1[NH:14][C:15](=[O:48])/[CH:16]=[CH:17]/[C:18]1[CH:23]=[CH:22][C:21]([C:24]([NH:39][CH2:40][CH2:41][N:42]2[CH2:47][CH2:46][O:45][CH2:44][CH2:43]2)([C:26](=[O:38])[NH:27][C:28]2[CH:33]=[CH:32][C:31]([C:34]([F:35])([F:36])[F:37])=[CH:30][CH:29]=2)[CH3:25])=[CH:20][CH:19]=1. The catalyst class is: 5. (2) Reactant: [CH:1]#[C:2][CH3:3].[Br:4][C:5]1[CH:6]=[C:7](I)[C:8]([NH2:11])=[N:9][CH:10]=1.C(N(CC)CC)C. Product: [Br:4][C:5]1[CH:6]=[C:7]([C:1]#[C:2][CH3:3])[C:8]([NH2:11])=[N:9][CH:10]=1. The catalyst class is: 356. (3) Reactant: [CH3:1][O:2][CH2:3][C:4](O)=O.[CH2:7]([NH2:11])[CH:8]([NH2:10])[CH3:9]. Product: [CH3:1][O:2][CH2:3][C:4]1[NH:11][CH2:7][CH:8]([CH3:9])[N:10]=1. The catalyst class is: 11. (4) Reactant: [O:1]=[C:2]1[C:14]2[NH:13][C:12]3[C:7](=[CH:8][C:9]([C:15]#[N:16])=[CH:10][CH:11]=3)[C:6]=2[CH2:5][CH2:4][CH2:3]1.[OH-].[K+].[S:19](Cl)([C:22]1[CH:28]=[CH:27][C:25]([CH3:26])=[CH:24][CH:23]=1)(=[O:21])=[O:20]. Product: [O:1]=[C:2]1[C:14]2[N:13]([S:19]([C:22]3[CH:28]=[CH:27][C:25]([CH3:26])=[CH:24][CH:23]=3)(=[O:21])=[O:20])[C:12]3[C:7](=[CH:8][C:9]([C:15]#[N:16])=[CH:10][CH:11]=3)[C:6]=2[CH2:5][CH2:4][CH2:3]1. The catalyst class is: 20. (5) Reactant: [NH2:1][C:2]1[C:11]2[C:6](=[C:7]([O:14][CH2:15][CH:16]3[CH2:18][CH2:17]3)[C:8]([O:12][CH3:13])=[CH:9][CH:10]=2)[NH:5][C:4](=[O:19])[CH:3]=1.Br[C:21]1[C:26]([CH3:27])=[CH:25][N:24]=[CH:23][C:22]=1[CH3:28].C1(P(C2CCCCC2)C2C=CC=CC=2C2C(C(C)C)=CC(C(C)C)=CC=2C(C)C)CCCCC1.CC(C)([O-])C.[Na+]. Product: [CH:16]1([CH2:15][O:14][C:7]2[C:8]([O:12][CH3:13])=[CH:9][CH:10]=[C:11]3[C:6]=2[NH:5][C:4](=[O:19])[CH:3]=[C:2]3[NH:1][C:21]2[C:26]([CH3:27])=[CH:25][N:24]=[CH:23][C:22]=2[CH3:28])[CH2:17][CH2:18]1. The catalyst class is: 187. (6) Reactant: [NH:1]1[C:9]2[C:4](=[CH:5][CH:6]=[C:7]([OH:10])[CH:8]=2)[CH:3]=[CH:2]1.Br[CH2:12][CH2:13][O:14][CH3:15].C(=O)([O-])[O-].[Cs+].[Cs+].C(OCC)(=O)C.CCCCCC. Product: [CH3:15][O:14][CH2:13][CH2:12][O:10][C:7]1[CH:8]=[C:9]2[C:4]([CH:3]=[CH:2][NH:1]2)=[CH:5][CH:6]=1. The catalyst class is: 3. (7) Reactant: [Br:1]N1C(=O)CCC1=O.[Cl:9][C:10]1[C:11]2[CH:18]=[CH:17][N:16]([CH:19]([CH3:21])[CH3:20])[C:12]=2[N:13]=[CH:14][N:15]=1. Product: [Br:1][C:18]1[C:11]2[C:10]([Cl:9])=[N:15][CH:14]=[N:13][C:12]=2[N:16]([CH:19]([CH3:21])[CH3:20])[CH:17]=1. The catalyst class is: 2.